Dataset: HIV replication inhibition screening data with 41,000+ compounds from the AIDS Antiviral Screen. Task: Binary Classification. Given a drug SMILES string, predict its activity (active/inactive) in a high-throughput screening assay against a specified biological target. (1) The molecule is N=C1C(=Cc2ccco2)C(=O)N=C2SC=NN12. The result is 0 (inactive). (2) The molecule is Cc1ccnc(NC(=O)Nc2ccc(F)c([N+](=O)[O-])c2)c1. The result is 0 (inactive). (3) The compound is CCCCc1cc(=O)oc2c3c(c4c(c12)OC(C)(C)C=C4)OC(C)C(C)C3O. The result is 0 (inactive). (4) The compound is [N-]=[N+]=CC(=O)OCCCCl. The result is 0 (inactive). (5) The molecule is CCOC(=O)c1c(SCCN2CCOCC2)n(-c2ccccc2)c(=S)n(-c2ccccc2)c1=O. The result is 0 (inactive).